This data is from Catalyst prediction with 721,799 reactions and 888 catalyst types from USPTO. The task is: Predict which catalyst facilitates the given reaction. (1) Reactant: [F:1][C:2]1[CH:7]=[CH:6][C:5]([B:8]2[O:12][C:11]([CH3:14])([CH3:13])[C:10]([CH3:16])([CH3:15])[O:9]2)=[CH:4][C:3]=1[NH:17][C:18](=O)[O:19]C(C)=C.[CH:24]1([NH2:31])[CH2:30][CH2:29][CH2:28][CH2:27][CH2:26][CH2:25]1.CN1CCCC1. Product: [CH:24]1([NH:31][C:18]([NH:17][C:3]2[CH:4]=[C:5]([B:8]3[O:9][C:10]([CH3:15])([CH3:16])[C:11]([CH3:14])([CH3:13])[O:12]3)[CH:6]=[CH:7][C:2]=2[F:1])=[O:19])[CH2:30][CH2:29][CH2:28][CH2:27][CH2:26][CH2:25]1. The catalyst class is: 1. (2) Reactant: [Br:1][C:2]1[C:7]([O:8][CH2:9][C:10]2[CH:11]=[N:12][CH:13]=[C:14]([S:16][CH3:17])[CH:15]=2)=[CH:6][C:5]([N:18]=[CH:19][N:20](C)C)=[C:4]([C:23]#[N:24])[CH:3]=1.[CH:25](N)([CH3:27])[CH3:26].ClCCl.CO. Product: [Br:1][C:2]1[CH:3]=[C:4]2[C:5](=[CH:6][C:7]=1[O:8][CH2:9][C:10]1[CH:11]=[N:12][CH:13]=[C:14]([S:16][CH3:17])[CH:15]=1)[N:18]=[CH:19][N:20]=[C:23]2[NH:24][CH:25]([CH3:27])[CH3:26]. The catalyst class is: 5. (3) Reactant: [NH:1]1[CH2:6][CH2:5][NH:4][CH2:3][CH2:2]1.[Cl:7][C:8]1[C:13]([O:14][CH3:15])=[C:12](Cl)[N:11]=[CH:10][N:9]=1. Product: [Cl:7][C:8]1[C:13]([O:14][CH3:15])=[C:12]([N:1]2[CH2:6][CH2:5][NH:4][CH2:3][CH2:2]2)[N:11]=[CH:10][N:9]=1. The catalyst class is: 6.